This data is from Reaction yield outcomes from USPTO patents with 853,638 reactions. The task is: Predict the reaction yield, written as a fraction of the theoretical maximum amount of product (1.0 means a 100% yield; for example, 0.34 means a 34% yield). (1) The reactants are [F:1][C:2]([F:7])([F:6])[C:3]([OH:5])=[O:4].[F:8][C:9]([F:14])([F:13])[C:10]([OH:12])=[O:11].FC(F)(F)C(O)=O.[Cl:22][C:23]1[CH:24]=[N:25][C:26]2[NH:27][C:28]3[CH:29]=[N:30][CH:31]=[C:32]([CH:53]=3)[CH2:33][CH2:34][C:35]3[CH:43]=[C:39]([NH:40][C:41]=1[N:42]=2)[CH:38]=[CH:37][C:36]=3[O:44][CH2:45][CH2:46][CH:47]1[CH2:52][CH2:51][NH:50][CH2:49][CH2:48]1.[C:54]1([N:60]=[C:61]=[O:62])[CH:59]=[CH:58][CH:57]=[CH:56][CH:55]=1. No catalyst specified. The product is [F:1][C:2]([F:7])([F:6])[C:3]([OH:5])=[O:4].[F:8][C:9]([F:14])([F:13])[C:10]([OH:12])=[O:11].[Cl:22][C:23]1[CH:24]=[N:25][C:26]2[NH:27][C:28]3[CH:29]=[N:30][CH:31]=[C:32]([CH:53]=3)[CH2:33][CH2:34][C:35]3[CH:43]=[C:39]([NH:40][C:41]=1[N:42]=2)[CH:38]=[CH:37][C:36]=3[O:44][CH2:45][CH2:46][CH:47]1[CH2:48][CH2:49][N:50]([C:61]([NH:60][C:54]2[CH:59]=[CH:58][CH:57]=[CH:56][CH:55]=2)=[O:62])[CH2:51][CH2:52]1. The yield is 0.500. (2) The reactants are Br[C:2]1[CH:3]=[C:4]2[C:9](=[CH:10][CH:11]=1)[N:8]=[C:7]([NH:12][CH2:13][C:14]1[CH:19]=[CH:18][CH:17]=[CH:16][C:15]=1[O:20][CH3:21])[CH:6]=[CH:5]2.[NH2:22][C:23]1[N:28]=[CH:27][CH:26]=[CH:25][N:24]=1.[Na].CCSC(N(CC(C)C)CC(C)C)=O. The catalyst is C1C=CC(/C=C/C(/C=C/C2C=CC=CC=2)=O)=CC=1.C1C=CC(/C=C/C(/C=C/C2C=CC=CC=2)=O)=CC=1.C1C=CC(/C=C/C(/C=C/C2C=CC=CC=2)=O)=CC=1.[Pd].[Pd].O.O1CCOCC1. The product is [CH3:21][O:20][C:15]1[CH:16]=[CH:17][CH:18]=[CH:19][C:14]=1[CH2:13][NH:12][C:7]1[CH:6]=[CH:5][C:4]2[C:9](=[CH:10][CH:11]=[C:2]([NH:22][C:23]3[N:28]=[CH:27][CH:26]=[CH:25][N:24]=3)[CH:3]=2)[N:8]=1. The yield is 0.360. (3) The reactants are [CH3:1][C:2]1[CH:3]=[CH:4][C:5]([NH2:8])=[N:6][CH:7]=1.[Cl-].C[Al+]C.C(OC([N:20]=[S:21]([C:24]1[CH:46]=[CH:45][C:27]([O:28][C:29]2[C:30]3[C:34]([CH:35]=[C:36]([C:38](OCC)=[O:39])[CH:37]=2)=[N:33][N:32]([CH2:43][CH3:44])[CH:31]=3)=[CH:26][CH:25]=1)([CH3:23])=[O:22])=O)(C)(C)C.[C@H](O)(C([O-])=O)[C@@H](O)C([O-])=O.[Na+].[K+]. The catalyst is ClC(Cl)C.C(OCC)(=O)C. The product is [CH2:43]([N:32]1[CH:31]=[C:30]2[C:34]([CH:35]=[C:36]([C:38]([NH:8][C:5]3[CH:4]=[CH:3][C:2]([CH3:1])=[CH:7][N:6]=3)=[O:39])[CH:37]=[C:29]2[O:28][C:27]2[CH:26]=[CH:25][C:24]([S:21]([CH3:23])(=[NH:20])=[O:22])=[CH:46][CH:45]=2)=[N:33]1)[CH3:44]. The yield is 0.860. (4) The yield is 0.867. The product is [CH3:1][N:2]1[C@@H:19]2[CH2:20][C:7]3=[CH:8][CH:9]=[C:10]([OH:22])[C:11]4[O:12][C@H:13]5[C:14]([CH2:16][CH2:17][C@:18]2([OH:21])[C@:5]5([C:6]=43)[CH2:4][CH2:3]1)=[O:15].[ClH:23]. The reactants are [CH3:1][N:2]1[C@@H:19]2[CH2:20][C:7]3=[CH:8][CH:9]=[C:10]([OH:22])[C:11]4[O:12][C@H:13]5[C:14]([CH2:16][CH2:17][C@:18]2([OH:21])[C@:5]5([C:6]=43)[CH2:4][CH2:3]1)=[O:15].[ClH:23]. The catalyst is C(O)C. (5) The reactants are [CH3:1][N:2]([CH3:16])[CH:3]1[CH2:11][C:10]2[C:5](=[CH:6][C:7]([N+:13]([O-:15])=O)=[C:8]([NH2:12])[CH:9]=2)[CH2:4]1.[N:17]#[C:18][NH2:19].[CH]Cl.[OH-].[Na+]. The yield is 0.440. The catalyst is O. The product is [CH3:16][N:2]([CH3:1])[CH:3]1[CH2:11][C:10]2[C:5](=[CH:6][C:7]3[N+:13]([O-:15])=[N:17][C:18]([NH2:19])=[N:12][C:8]=3[CH:9]=2)[CH2:4]1. (6) The reactants are [Br:1][C:2]1[CH:7]=[CH:6][C:5]([C:8](=O)[CH3:9])=[C:4]([F:11])[CH:3]=1.[NH3:12].[BH4-].[Na+]. The catalyst is CO.CC(C)[O-].[Ti+4].CC(C)[O-].CC(C)[O-].CC(C)[O-]. The product is [Br:1][C:2]1[CH:7]=[CH:6][C:5]([CH:8]([NH2:12])[CH3:9])=[C:4]([F:11])[CH:3]=1. The yield is 0.630. (7) The reactants are [NH2:1][C:2]1[C:3]([CH3:39])=[C:4]([N:8]([CH2:30][C:31]2[CH:38]=[CH:37][C:34]([C:35]#[N:36])=[CH:33][CH:32]=2)[CH2:9][C:10]2[CH:15]=[CH:14][C:13]([O:16][C:17]3[CH:22]=[CH:21][CH:20]=[C:19]([O:23][CH2:24][CH:25]4[CH2:29][CH2:28][O:27][CH2:26]4)[CH:18]=3)=[CH:12][CH:11]=2)[CH:5]=[CH:6][CH:7]=1.[CH3:40][S:41](Cl)(=[O:43])=[O:42]. The catalyst is N1C=CC=CC=1.CCOC(C)=O. The product is [C:35]([C:34]1[CH:33]=[CH:32][C:31]([CH2:30][N:8]([CH2:9][C:10]2[CH:11]=[CH:12][C:13]([O:16][C:17]3[CH:22]=[CH:21][CH:20]=[C:19]([O:23][CH2:24][CH:25]4[CH2:29][CH2:28][O:27][CH2:26]4)[CH:18]=3)=[CH:14][CH:15]=2)[C:4]2[C:3]([CH3:39])=[C:2]([NH:1][S:41]([CH3:40])(=[O:43])=[O:42])[CH:7]=[CH:6][CH:5]=2)=[CH:38][CH:37]=1)#[N:36]. The yield is 0.920.